From a dataset of Full USPTO retrosynthesis dataset with 1.9M reactions from patents (1976-2016). Predict the reactants needed to synthesize the given product. (1) Given the product [CH3:1][N:2]([CH3:3])[CH2:41][C:5]([CH3:43])([CH3:4])[CH2:6][O:7][C:8]1[CH:13]=[C:12]([CH3:14])[C:11]([C:15]2[CH:23]=[CH:22][C:21]([F:24])=[C:20]3[C:16]=2[CH2:17][CH2:18][C@H:19]3[O:25][C:26]2[CH:39]=[CH:38][C:29]3[C@H:30]([CH2:33][C:34]([O:36][CH3:37])=[O:35])[CH2:31][O:32][C:28]=3[CH:27]=2)=[C:10]([CH3:40])[CH:9]=1, predict the reactants needed to synthesize it. The reactants are: [CH3:1][NH:2][CH3:3].[CH3:4][C:5]([CH3:43])([CH:41]=O)[CH2:6][O:7][C:8]1[CH:13]=[C:12]([CH3:14])[C:11]([C:15]2[CH:23]=[CH:22][C:21]([F:24])=[C:20]3[C:16]=2[CH2:17][CH2:18][C@H:19]3[O:25][C:26]2[CH:39]=[CH:38][C:29]3[C@H:30]([CH2:33][C:34]([O:36][CH3:37])=[O:35])[CH2:31][O:32][C:28]=3[CH:27]=2)=[C:10]([CH3:40])[CH:9]=1.C(O)(=O)C.C(O[BH-](OC(=O)C)OC(=O)C)(=O)C.[Na+]. (2) Given the product [C:22]([C:3]1[C:2]([NH:7][C:8](=[O:13])[C:9]([CH3:10])([CH3:12])[CH3:11])=[N:1][CH:6]=[CH:5][CH:4]=1)(=[O:26])[CH:23]([CH3:25])[CH3:24], predict the reactants needed to synthesize it. The reactants are: [N:1]1[CH:6]=[CH:5][CH:4]=[CH:3][C:2]=1[NH:7][C:8](=[O:13])[C:9]([CH3:12])([CH3:11])[CH3:10].[Li]CCCC.CON(C)[C:22](=[O:26])[CH:23]([CH3:25])[CH3:24]. (3) Given the product [NH2:22][C:17]1[CH:18]=[CH:19][CH:20]=[CH:21][C:16]=1[S:13]([NH:12][C:7]1[CH:8]=[CH:9][C:10]([Cl:25])=[C:11]2[C:6]=1[N:5]=[CH:4][CH:3]=[CH:2]2)(=[O:15])=[O:14], predict the reactants needed to synthesize it. The reactants are: Cl[C:2]1[C:11]2[C:6](=[C:7]([NH:12][S:13]([C:16]3[CH:21]=[CH:20][CH:19]=[CH:18][C:17]=3[N+:22]([O-])=O)(=[O:15])=[O:14])[CH:8]=[CH:9][CH:10]=2)[N:5]=[CH:4][CH:3]=1.[Cl:25][Sn]Cl.